From a dataset of Cav3 T-type calcium channel HTS with 100,875 compounds. Binary Classification. Given a drug SMILES string, predict its activity (active/inactive) in a high-throughput screening assay against a specified biological target. (1) The drug is O=c1n(c2ccc(cc2)C(OCC)=O)c(nc2c1cccc2)C. The result is 0 (inactive). (2) The molecule is O=C(N1CCC(CC1)C)c1[nH]cnc1C(=O)Nc1ccc(cc1)C(OCC)=O. The result is 0 (inactive). (3) The compound is Clc1cc(S(=O)(=O)CCC(OC)=O)ccc1Cl. The result is 0 (inactive). (4) The molecule is O(C(=O)c1c2n(nc1)c1CCCCc1c(n2)C)C. The result is 0 (inactive). (5) The drug is O=c1n(c(=O)n(c2nc(n(c12)Cc1cc(OC)ccc1)NCc1cccnc1)C)C. The result is 0 (inactive). (6) The drug is O(c1cc(N(CC)CC)ccc1/C=C(/c1[nH]c2c(n1)cccc2)C#N)C(C)C. The result is 1 (active). (7) The molecule is S(=O)(=O)(NCC(N1CCN(CC1)C)c1cccnc1)c1cc(c(OC)cc1)C. The result is 0 (inactive). (8) The drug is s1c(NC(=O)Nc2ccc(OCC)cc2)ccc1. The result is 0 (inactive). (9) The compound is o1c2c(c(=O)c(OC)c1c1cc(OC)c(OC)cc1)c(OC)cc(OC)c2. The result is 0 (inactive).